Dataset: Forward reaction prediction with 1.9M reactions from USPTO patents (1976-2016). Task: Predict the product of the given reaction. (1) Given the reactants [F:1][C:2]([F:12])([F:11])[C:3]1[CH:8]=[C:7]([NH2:9])[CH:6]=[C:5]([NH2:10])[CH:4]=1.[CH2:13]([N:20]=[C:21]=[O:22])[C:14]1[CH:19]=[CH:18][CH:17]=[CH:16][CH:15]=1, predict the reaction product. The product is: [NH2:9][C:7]1[CH:6]=[C:5]([NH:10][C:21]([NH:20][CH2:13][C:14]2[CH:19]=[CH:18][CH:17]=[CH:16][CH:15]=2)=[O:22])[CH:4]=[C:3]([C:2]([F:11])([F:12])[F:1])[CH:8]=1. (2) Given the reactants C1C=CC(P([C:27]2[C:28](C3C(P(C4C=CC=CC=4)C4C=CC=CC=4)=C[CH:31]=[C:30]4[C:25]=3[CH:26]=[CH:27][CH:28]=[CH:29]4)=[C:29]3[C:30]([CH:31]=CC=C3)=[CH:25][CH:26]=2)C2C=CC=CC=2)=CC=1.BrC1C=C(C)C=CC=1.C(=O)([O-])[O-].[Cs+].[Cs+].[O:61]1[C:66]2[CH:67]=[CH:68][C:69]([NH:71][C:72]3[C:73]4[CH2:81][CH2:80][NH:79][CH2:78][C:74]=4[N:75]=[CH:76][N:77]=3)=[CH:70][C:65]=2[O:64][CH2:63][CH2:62]1, predict the reaction product. The product is: [O:61]1[C:66]2[CH:67]=[CH:68][C:69]([NH:71][C:72]3[C:73]4[CH2:81][CH2:80][N:79]([C:28]5[CH:29]=[C:30]([CH3:31])[CH:25]=[CH:26][CH:27]=5)[CH2:78][C:74]=4[N:75]=[CH:76][N:77]=3)=[CH:70][C:65]=2[O:64][CH2:63][CH2:62]1. (3) Given the reactants [O-][N+:2]1[CH:7]=[CH:6][N:5]=[C:4]([CH2:8][C:9]2[N:13]([C:14]3[N:21]=[CH:20][CH:19]=[CH:18][C:15]=3[C:16]#[N:17])[N:12]=[CH:11][CH:10]=2)[C:3]=1[CH2:22][CH2:23][CH3:24].O=P(Cl)(Cl)[Cl:27], predict the reaction product. The product is: [Cl:27][C:7]1[N:2]=[C:3]([CH2:22][CH2:23][CH3:24])[C:4]([CH2:8][C:9]2[N:13]([C:14]3[N:21]=[CH:20][CH:19]=[CH:18][C:15]=3[C:16]#[N:17])[N:12]=[CH:11][CH:10]=2)=[N:5][CH:6]=1. (4) Given the reactants [CH3:1][C:2]1[CH:31]=[CH:30][C:5]([CH2:6][N:7]2[C:16]3[C:11](=[CH:12][CH:13]=[CH:14][CH:15]=3)[C:10](=[O:17])[N:9]([CH2:18][C:19]3[CH:28]=[CH:27][C:22]([C:23]([O:25]C)=[O:24])=[CH:21][CH:20]=3)[C:8]2=[O:29])=[CH:4][CH:3]=1.[OH-].[Li+].Cl, predict the reaction product. The product is: [CH3:1][C:2]1[CH:3]=[CH:4][C:5]([CH2:6][N:7]2[C:16]3[C:11](=[CH:12][CH:13]=[CH:14][CH:15]=3)[C:10](=[O:17])[N:9]([CH2:18][C:19]3[CH:20]=[CH:21][C:22]([C:23]([OH:25])=[O:24])=[CH:27][CH:28]=3)[C:8]2=[O:29])=[CH:30][CH:31]=1. (5) Given the reactants [N+:1]([C:4]1[CH:20]=[CH:19][C:7]([C:8]([C:10]2[CH:18]=[CH:17][C:13]([C:14]([OH:16])=[O:15])=[CH:12][CH:11]=2)=[O:9])=[CH:6][CH:5]=1)([O-:3])=[O:2].S(=O)(=O)(O)O.[CH3:26]O, predict the reaction product. The product is: [CH3:26][O:15][C:14](=[O:16])[C:13]1[CH:17]=[CH:18][C:10]([C:8](=[O:9])[C:7]2[CH:19]=[CH:20][C:4]([N+:1]([O-:3])=[O:2])=[CH:5][CH:6]=2)=[CH:11][CH:12]=1. (6) Given the reactants [C:1]([C:5]1[CH:22]=[CH:21][C:8]([C:9]([NH:11][C:12]2[CH:16]=[CH:15][S:14][C:13]=2[C:17]([O:19]C)=[O:18])=[O:10])=[CH:7][CH:6]=1)([CH3:4])([CH3:3])[CH3:2].[OH-].[Na+].Cl, predict the reaction product. The product is: [C:1]([C:5]1[CH:22]=[CH:21][C:8]([C:9]([NH:11][C:12]2[CH:16]=[CH:15][S:14][C:13]=2[C:17]([OH:19])=[O:18])=[O:10])=[CH:7][CH:6]=1)([CH3:4])([CH3:2])[CH3:3]. (7) Given the reactants [Br:1][C:2]1[CH:3]=[C:4]2[C:8](=[CH:9][CH:10]=1)[NH:7][N:6]=[CH:5]2.F[C:12]1[CH:17]=[CH:16][CH:15]=[CH:14][N:13]=1, predict the reaction product. The product is: [Br:1][C:2]1[CH:3]=[C:4]2[C:8](=[CH:9][CH:10]=1)[N:7]([C:12]1[CH:17]=[CH:16][CH:15]=[CH:14][N:13]=1)[N:6]=[CH:5]2.